Task: Predict the reaction yield, written as a fraction of the theoretical maximum amount of product (1.0 means a 100% yield; for example, 0.34 means a 34% yield).. Dataset: Reaction yield outcomes from USPTO patents with 853,638 reactions (1) The reactants are [C:1]([O:4][C@H:5]1[CH2:9][C@H:8]([N:10]2[C:14]3[N:15]=[CH:16][N:17]=[C:18]([NH:19][C:20](=[O:22])[CH3:21])[C:13]=3[CH:12]=[CH:11]2)[CH2:7][C@H:6]1[CH2:23][O:24][Si](C(C)(C)C)(C)C)(=[O:3])[CH3:2]. The catalyst is C1COCC1.N1C=CC=CC=1.F.N1C=CC=CC=1. The product is [C:1]([O:4][C@H:5]1[CH2:9][C@H:8]([N:10]2[C:14]3[N:15]=[CH:16][N:17]=[C:18]([NH:19][C:20](=[O:22])[CH3:21])[C:13]=3[CH:12]=[CH:11]2)[CH2:7][C@H:6]1[CH2:23][OH:24])(=[O:3])[CH3:2]. The yield is 0.830. (2) The reactants are [Cl:1][C:2]1[CH:3]=[CH:4][C:5]([C:8]2[NH:9][C:10]3[N:11]([N:15]=[CH:16][C:17]=3[C:18]([NH2:20])=[O:19])[C:12](=[O:14])[CH:13]=2)=[N:6][CH:7]=1.[CH3:21][C:22]1C=CC(S(O)(=O)=O)=CC=1.BrCC(OCC)OCC. The catalyst is CN1C(=O)CCC1. The product is [Cl:1][C:2]1[CH:3]=[CH:4][C:5]([C:8]2[NH:9][C:10]3[N:11]([N:15]=[CH:16][C:17]=3[C:18]3[O:19][CH:21]=[CH:22][N:20]=3)[C:12](=[O:14])[CH:13]=2)=[N:6][CH:7]=1. The yield is 0.180. (3) The reactants are [Si]([O:8][CH:9]([CH2:20][O:21][C:22]1[CH:27]=[C:26]([C:28]2[CH:33]=[C:32]([N:34]3[CH2:39][CH2:38][O:37][CH2:36][CH2:35]3)[N:31]3[N:40]=[CH:41][C:42]([CH:43]([CH3:45])[CH3:44])=[C:30]3[N:29]=2)[CH:25]=[C:24]([CH:46]2[CH2:48][CH2:47]2)[CH:23]=1)[CH2:10][N:11](C)[C:12](=O)OC(C)(C)C)(C(C)(C)C)(C)C.Cl.C(O)=O. The catalyst is O1CCOCC1. The product is [CH:46]1([C:24]2[CH:23]=[C:22]([CH:27]=[C:26]([C:28]3[CH:33]=[C:32]([N:34]4[CH2:39][CH2:38][O:37][CH2:36][CH2:35]4)[N:31]4[N:40]=[CH:41][C:42]([CH:43]([CH3:45])[CH3:44])=[C:30]4[N:29]=3)[CH:25]=2)[O:21][CH2:20][CH:9]([OH:8])[CH2:10][NH:11][CH3:12])[CH2:48][CH2:47]1. The yield is 0.900. (4) The reactants are [CH2:1]([N:8]([CH2:19][C:20]1[CH:25]=[CH:24][CH:23]=[CH:22][CH:21]=1)[C@@H:9]([C:15](=[O:18])[CH2:16][CH3:17])[C:10]([O:12][CH2:13][CH3:14])=[O:11])[C:2]1[CH:7]=[CH:6][CH:5]=[CH:4][CH:3]=1.[NH4+].[Cl-].[BH4-].[Na+]. The catalyst is CCO.O. The product is [CH2:19]([N:8]([CH2:1][C:2]1[CH:3]=[CH:4][CH:5]=[CH:6][CH:7]=1)[C@@H:9]([C@H:15]([OH:18])[CH2:16][CH3:17])[C:10]([O:12][CH2:13][CH3:14])=[O:11])[C:20]1[CH:21]=[CH:22][CH:23]=[CH:24][CH:25]=1. The yield is 0.550. (5) The reactants are [CH3:1][S:2]([C:4]1[CH:9]=[CH:8][C:7]([C:10]2[C:14]3[CH:15]=[C:16]([C:19]4[O:23][C:22]([SH:24])=[N:21][N:20]=4)[CH:17]=[CH:18][C:13]=3[O:12][CH:11]=2)=[CH:6][CH:5]=1)=[O:3].[Cl:25][C:26]1[CH:27]=[C:28]([CH:31]=[CH:32][CH:33]=1)[CH2:29]Br. No catalyst specified. The product is [Cl:25][C:26]1[CH:27]=[C:28]([CH:31]=[CH:32][CH:33]=1)[CH2:29][S:24][C:22]1[O:23][C:19]([C:16]2[CH:17]=[CH:18][C:13]3[O:12][CH:11]=[C:10]([C:7]4[CH:6]=[CH:5][C:4]([S:2]([CH3:1])=[O:3])=[CH:9][CH:8]=4)[C:14]=3[CH:15]=2)=[N:20][N:21]=1. The yield is 0.840. (6) The reactants are OC(C(F)(F)F)=O.[NH2:8][C@@H:9]([CH2:26][C:27]1[CH:32]=[CH:31][C:30]([F:33])=[CH:29][CH:28]=1)[C:10]([NH:12][C:13]1[N:17]([CH3:18])[N:16]=[C:15]([C:19]2[CH:24]=[CH:23][N:22]=[C:21]([CH3:25])[CH:20]=2)[CH:14]=1)=[O:11].CCN(C(C)C)C(C)C.S1C=C(C=O)N=C1.C(O[BH-](OC(=O)C)OC(=O)C)(=O)C.[Na+].[Cl:64]CCCl. The catalyst is CC(O)=O. The product is [ClH:64].[NH2:8][C@@H:9]([CH2:26][C:27]1[CH:28]=[CH:29][C:30]([F:33])=[CH:31][CH:32]=1)[C:10]([NH:12][C:13]1[N:17]([CH3:18])[N:16]=[C:15]([C:19]2[CH:24]=[CH:23][N:22]=[C:21]([CH3:25])[CH:20]=2)[CH:14]=1)=[O:11]. The yield is 0.340. (7) The reactants are [C:1]([NH:5][C:6]([C:8]1[CH:13]=[CH:12][CH:11]=[C:10]([C:14]2[C:22]3[C:17](=[CH:18][CH:19]=[C:20]([C:23]4[N:27]=[CH:26][N:25](C(C5C=CC=CC=5)(C5C=CC=CC=5)C5C=CC=CC=5)[N:24]=4)[CH:21]=3)[N:16](C3CCCCO3)[N:15]=2)[CH:9]=1)=[O:7])([CH3:4])([CH3:3])[CH3:2].Cl.C(=O)(O)[O-].[Na+]. The catalyst is O1CCOCC1. The product is [NH:24]1[C:23]([C:20]2[CH:21]=[C:22]3[C:17](=[CH:18][CH:19]=2)[NH:16][N:15]=[C:14]3[C:10]2[CH:9]=[C:8]([C:6]([NH:5][C:1]([CH3:4])([CH3:3])[CH3:2])=[O:7])[CH:13]=[CH:12][CH:11]=2)=[N:27][CH:26]=[N:25]1. The yield is 0.550.